Dataset: Experimentally validated miRNA-target interactions with 360,000+ pairs, plus equal number of negative samples. Task: Binary Classification. Given a miRNA mature sequence and a target amino acid sequence, predict their likelihood of interaction. The miRNA is mmu-miR-466l-5p with sequence UUGUGUGUACAUGUACAUGUAU. The protein sequence of the target gene is MAVPARTCGASWPGPVRTARPWPGRGPRPCPDPRGPASGPARPLLLLLPPLLLLPLLTAPGASAYSFPQQHTMQHWARRLEQEIDGVMRIFGGVQQLREIYKDNRNLFEVQENEPQKLVEKVAGDIESLLDRKVQALKRLADAAENFQKAHRWQDNIKEEDIMYYDAKADAELDDPESEDMERGSKTSALRLDFIEDPNFKNKVNYSYTAVQIPTDIYKGSTVILNELNWTEALENVFIENRRQDPTLLWQVFGSATGVTRYYPATPWRAPKKIDLYDVRRRPWYIQGASSPKDMVIIVD.... Result: 1 (interaction).